This data is from NCI-60 drug combinations with 297,098 pairs across 59 cell lines. The task is: Regression. Given two drug SMILES strings and cell line genomic features, predict the synergy score measuring deviation from expected non-interaction effect. Drug 1: C1=C(C(=O)NC(=O)N1)F. Drug 2: C1=NNC2=C1C(=O)NC=N2. Cell line: EKVX. Synergy scores: CSS=22.3, Synergy_ZIP=-4.88, Synergy_Bliss=-6.78, Synergy_Loewe=-7.24, Synergy_HSA=-3.17.